Dataset: Full USPTO retrosynthesis dataset with 1.9M reactions from patents (1976-2016). Task: Predict the reactants needed to synthesize the given product. (1) The reactants are: [CH3:1][C:2]1[N:7]=[C:6]([C:8]([OH:10])=O)[CH:5]=[CH:4][C:3]=1[N+:11]([O-:13])=[O:12].[N:14]1([CH2:20][CH2:21][NH2:22])[CH2:19][CH2:18][O:17][CH2:16][CH2:15]1.CN(C(ON1N=NC2C=CC=CC1=2)=[N+](C)C)C.[B-](F)(F)(F)F.CC(N(C)C)=O. Given the product [CH3:1][C:2]1[N:7]=[C:6]([C:8]([NH:22][CH2:21][CH2:20][N:14]2[CH2:19][CH2:18][O:17][CH2:16][CH2:15]2)=[O:10])[CH:5]=[CH:4][C:3]=1[N+:11]([O-:13])=[O:12], predict the reactants needed to synthesize it. (2) Given the product [C:1]1([CH:7]([N:10]2[CH:14]=[C:13]([OH:24])[CH:12]=[N:11]2)[CH2:8][CH3:9])[CH:6]=[CH:5][CH:4]=[CH:3][CH:2]=1.[CH2:7]([N:10]1[CH:14]=[C:13]([OH:24])[CH:12]=[N:11]1)[C:1]1[CH:6]=[CH:5][CH:4]=[CH:3][CH:2]=1, predict the reactants needed to synthesize it. The reactants are: [C:1]1([CH:7]([N:10]2[CH:14]=[C:13](B3OC(C)(C)C(C)(C)O3)[CH:12]=[N:11]2)[CH2:8][CH3:9])[CH:6]=[CH:5][CH:4]=[CH:3][CH:2]=1.[OH-:24].[Na+].OO.O.Cl. (3) Given the product [CH2:19]([N:10]1[C:11]2[C:16](=[CH:15][C:14]([C:31]3[CH:32]=[CH:33][C:28]([F:27])=[CH:29][CH:30]=3)=[CH:13][CH:12]=2)[CH2:17][CH:8]([NH:7][C:6](=[O:26])[O:5][C:1]([CH3:4])([CH3:3])[CH3:2])[CH2:9]1)[C:20]1[CH:25]=[CH:24][CH:23]=[CH:22][CH:21]=1, predict the reactants needed to synthesize it. The reactants are: [C:1]([O:5][C:6](=[O:26])[NH:7][CH:8]1[CH2:17][C:16]2[C:11](=[CH:12][CH:13]=[C:14](Br)[CH:15]=2)[N:10]([CH2:19][C:20]2[CH:25]=[CH:24][CH:23]=[CH:22][CH:21]=2)[CH2:9]1)([CH3:4])([CH3:3])[CH3:2].[F:27][C:28]1[CH:33]=[CH:32][C:31](B(O)O)=[CH:30][CH:29]=1.C([O-])([O-])=O.[K+].[K+].N#N. (4) The reactants are: [CH3:1][C:2]1[N:6](C2CCCCO2)[N:5]=[C:4]([NH:13][C:14](=[O:29])[CH2:15][NH:16][C:17]2[CH:21]=[C:20]([CH3:22])[N:19](C3CCCCO3)[N:18]=2)[CH:3]=1. Given the product [CH3:1][C:2]1[NH:6][N:5]=[C:4]([NH:13][C:14](=[O:29])[CH2:15][NH:16][C:17]2[CH:21]=[C:20]([CH3:22])[NH:19][N:18]=2)[CH:3]=1, predict the reactants needed to synthesize it. (5) Given the product [CH2:12]([C:9]1[CH:10]=[CH:11][C:6]([C:4]([OH:5])=[O:3])=[N:7][CH:8]=1)[CH2:13][CH2:14][CH2:15][CH3:16], predict the reactants needed to synthesize it. The reactants are: C([O:3][C:4]([C:6]1[CH:11]=[CH:10][C:9]([CH2:12][CH2:13][CH2:14][CH2:15][CH3:16])=[CH:8][N:7]=1)=[O:5])C.[OH-].[Na+].